Dataset: NCI-60 drug combinations with 297,098 pairs across 59 cell lines. Task: Regression. Given two drug SMILES strings and cell line genomic features, predict the synergy score measuring deviation from expected non-interaction effect. (1) Drug 1: CN(C)N=NC1=C(NC=N1)C(=O)N. Drug 2: CC1C(C(=O)NC(C(=O)N2CCCC2C(=O)N(CC(=O)N(C(C(=O)O1)C(C)C)C)C)C(C)C)NC(=O)C3=C4C(=C(C=C3)C)OC5=C(C(=O)C(=C(C5=N4)C(=O)NC6C(OC(=O)C(N(C(=O)CN(C(=O)C7CCCN7C(=O)C(NC6=O)C(C)C)C)C)C(C)C)C)N)C. Cell line: HT29. Synergy scores: CSS=0.219, Synergy_ZIP=-1.13, Synergy_Bliss=0.772, Synergy_Loewe=-1.85, Synergy_HSA=-0.714. (2) Drug 1: CC1=C(C(=CC=C1)Cl)NC(=O)C2=CN=C(S2)NC3=CC(=NC(=N3)C)N4CCN(CC4)CCO. Drug 2: CC1CCC2CC(C(=CC=CC=CC(CC(C(=O)C(C(C(=CC(C(=O)CC(OC(=O)C3CCCCN3C(=O)C(=O)C1(O2)O)C(C)CC4CCC(C(C4)OC)OCCO)C)C)O)OC)C)C)C)OC. Cell line: ACHN. Synergy scores: CSS=6.85, Synergy_ZIP=-2.62, Synergy_Bliss=1.21, Synergy_Loewe=-2.78, Synergy_HSA=-0.839. (3) Drug 1: CCC1=C2CN3C(=CC4=C(C3=O)COC(=O)C4(CC)O)C2=NC5=C1C=C(C=C5)O. Drug 2: CC(C)(C#N)C1=CC(=CC(=C1)CN2C=NC=N2)C(C)(C)C#N. Cell line: MCF7. Synergy scores: CSS=12.7, Synergy_ZIP=1.29, Synergy_Bliss=7.70, Synergy_Loewe=6.48, Synergy_HSA=8.24. (4) Drug 1: CC=C1C(=O)NC(C(=O)OC2CC(=O)NC(C(=O)NC(CSSCCC=C2)C(=O)N1)C(C)C)C(C)C. Drug 2: C(=O)(N)NO. Cell line: A498. Synergy scores: CSS=19.2, Synergy_ZIP=1.08, Synergy_Bliss=3.04, Synergy_Loewe=-16.7, Synergy_HSA=3.08.